Dataset: Peptide-MHC class I binding affinity with 185,985 pairs from IEDB/IMGT. Task: Regression. Given a peptide amino acid sequence and an MHC pseudo amino acid sequence, predict their binding affinity value. This is MHC class I binding data. The binding affinity (normalized) is 0.0847. The MHC is HLA-A24:02 with pseudo-sequence HLA-A24:02. The peptide sequence is AAILKQHKL.